Dataset: M1 muscarinic receptor agonist screen with 61,833 compounds. Task: Binary Classification. Given a drug SMILES string, predict its activity (active/inactive) in a high-throughput screening assay against a specified biological target. The drug is s1c(N(CC)c2ccccc2)nc2c(scc2)c1=O. The result is 0 (inactive).